Task: Predict the product of the given reaction.. Dataset: Forward reaction prediction with 1.9M reactions from USPTO patents (1976-2016) Given the reactants [CH3:1][N:2]([CH3:20])[CH2:3][CH2:4][CH2:5][NH:6][C:7](=[O:19])[CH2:8][CH2:9][CH2:10][CH2:11][CH2:12][CH2:13][CH2:14][CH2:15][CH2:16][CH2:17][CH3:18].[CH2:21]([Cl:28])[C:22]1[CH:27]=[CH:26][CH:25]=[CH:24][CH:23]=1, predict the reaction product. The product is: [Cl-:28].[CH3:20][N+:2]([CH2:21][C:22]1[CH:27]=[CH:26][CH:25]=[CH:24][CH:23]=1)([CH3:1])[CH2:3][CH2:4][CH2:5][NH:6][C:7](=[O:19])[CH2:8][CH2:9][CH2:10][CH2:11][CH2:12][CH2:13][CH2:14][CH2:15][CH2:16][CH2:17][CH3:18].